Predict the reactants needed to synthesize the given product. From a dataset of Full USPTO retrosynthesis dataset with 1.9M reactions from patents (1976-2016). (1) Given the product [O:4]1[C:8]2=[C:9]([N:13]3[CH2:18][CH2:17][N:16]([CH2:19][CH2:20][C@H:21]4[CH2:26][CH2:25][C@H:24]([NH:27][C:28](=[O:35])[C:29]5[CH:34]=[CH:33][CH:32]=[CH:31][CH:30]=5)[CH2:23][CH2:22]4)[CH2:15][CH2:14]3)[N:10]=[CH:11][CH:12]=[C:7]2[CH2:6][CH2:5]1, predict the reactants needed to synthesize it. The reactants are: Cl.Cl.Cl.[O:4]1[C:8]2=[C:9]([N:13]3[CH2:18][CH2:17][N:16]([CH2:19][CH2:20][C@H:21]4[CH2:26][CH2:25][C@H:24]([NH2:27])[CH2:23][CH2:22]4)[CH2:15][CH2:14]3)[N:10]=[CH:11][CH:12]=[C:7]2[CH2:6][CH2:5]1.[C:28](O)(=[O:35])[C:29]1[CH:34]=[CH:33][CH:32]=[CH:31][CH:30]=1. (2) The reactants are: [CH3:1][C:2]1[C:7]([CH3:8])=[CH:6][C:5]([CH3:9])=[CH:4][C:3]=1[OH:10].Br[CH2:12][C:13]([C:15]1[CH:20]=[CH:19][CH:18]=[C:17]([O:21][CH3:22])[CH:16]=1)=[O:14]. Given the product [CH3:22][O:21][C:17]1[CH:16]=[C:15]([C:13](=[O:14])[CH2:12][O:10][C:3]2[CH:4]=[C:5]([CH3:9])[CH:6]=[C:7]([CH3:8])[C:2]=2[CH3:1])[CH:20]=[CH:19][CH:18]=1, predict the reactants needed to synthesize it. (3) Given the product [F:1][C:2]1[CH:7]=[CH:6][C:5]([NH:8][C:9]2[CH:14]=[CH:13][N:12]=[C:11]([NH:15][C:16]3[CH:17]=[CH:18][C:19]([S:22]([N:25]([CH3:32])[CH:26]4[CH2:31][CH2:30][N:29]([CH2:40][C:37]5[NH:38][N:39]=[C:35]([CH3:34])[CH:36]=5)[CH2:28][CH2:27]4)(=[O:23])=[O:24])=[CH:20][CH:21]=3)[N:10]=2)=[CH:4][C:3]=1[CH3:33], predict the reactants needed to synthesize it. The reactants are: [F:1][C:2]1[CH:7]=[CH:6][C:5]([NH:8][C:9]2[CH:14]=[CH:13][N:12]=[C:11]([NH:15][C:16]3[CH:21]=[CH:20][C:19]([S:22]([N:25]([CH3:32])[CH:26]4[CH2:31][CH2:30][NH:29][CH2:28][CH2:27]4)(=[O:24])=[O:23])=[CH:18][CH:17]=3)[N:10]=2)=[CH:4][C:3]=1[CH3:33].[CH3:34][C:35]1[CH:36]=[C:37]([CH:40]=O)[NH:38][N:39]=1. (4) Given the product [Cl:14][C:11]1[CH:10]=[CH:9][C:8]([C:7]2[CH:6]=[CH:5][N:4]3[C:15](=[O:30])[N:16]([CH2:18][C:19]4[C:20]([CH3:29])=[N:21][C:22]([C:25]([F:26])([F:28])[F:27])=[CH:23][CH:24]=4)[N:17]=[C:3]3[C:2]=2[C:34]2[CH:33]=[C:32]([F:31])[C:37]([CH2:38][OH:39])=[C:36]([F:40])[CH:35]=2)=[CH:13][CH:12]=1, predict the reactants needed to synthesize it. The reactants are: Br[C:2]1[C:3]2[N:4]([C:15](=[O:30])[N:16]([CH2:18][C:19]3[C:20]([CH3:29])=[N:21][C:22]([C:25]([F:28])([F:27])[F:26])=[CH:23][CH:24]=3)[N:17]=2)[CH:5]=[CH:6][C:7]=1[C:8]1[CH:13]=[CH:12][C:11]([Cl:14])=[CH:10][CH:9]=1.[F:31][C:32]1[CH:33]=[C:34](B(O)O)[CH:35]=[C:36]([F:40])[C:37]=1[CH2:38][OH:39].C(Cl)Cl.[O-]P([O-])([O-])=O.[K+].[K+].[K+]. (5) Given the product [Cl:1][CH2:2][C:3]1[N:7]([CH3:6])[C:8]2[CH:13]=[CH:12][CH:11]=[CH:10][C:9]=2[N:14]=1, predict the reactants needed to synthesize it. The reactants are: [Cl:1][CH2:2][C:3](O)=O.[CH3:6][NH:7][C:8]1[CH:13]=[CH:12][CH:11]=[CH:10][C:9]=1[NH2:14].N. (6) Given the product [NH2:28][C:27]1[CH:26]=[C:25]([C:23]#[C:24][C:2]2[CH:3]=[C:4]([NH:8][C:9](=[O:15])[O:10][C:11]([CH3:14])([CH3:13])[CH3:12])[CH:5]=[N:6][CH:7]=2)[CH:31]=[CH:30][CH:29]=1, predict the reactants needed to synthesize it. The reactants are: Br[C:2]1[CH:3]=[C:4]([NH:8][C:9](=[O:15])[O:10][C:11]([CH3:14])([CH3:13])[CH3:12])[CH:5]=[N:6][CH:7]=1.C(N(CC)CC)C.[C:23]([C:25]1[CH:26]=[C:27]([CH:29]=[CH:30][CH:31]=1)[NH2:28])#[CH:24]. (7) Given the product [Cl:1][C:2]1[C:11]2[C:6](=[CH:7][CH:8]=[C:9]([C:12]([OH:27])([C:21]3[N:25]([CH3:26])[CH:24]=[N:23][CH:22]=3)[C:13]3[CH:14]=[CH:15][C:16]([C:17]#[N:18])=[CH:19][CH:20]=3)[CH:10]=2)[N:5]=[C:4]([O:28][CH3:29])[C:3]=1[O:30][CH2:34][CH:31]1[CH2:33][CH2:32]1, predict the reactants needed to synthesize it. The reactants are: [Cl:1][C:2]1[C:11]2[C:6](=[CH:7][CH:8]=[C:9]([C:12]([OH:27])([C:21]3[N:25]([CH3:26])[CH:24]=[N:23][CH:22]=3)[C:13]3[CH:20]=[CH:19][C:16]([C:17]#[N:18])=[CH:15][CH:14]=3)[CH:10]=2)[N:5]=[C:4]([O:28][CH3:29])[C:3]=1[OH:30].[CH:31]1([CH2:34]O)[CH2:33][CH2:32]1.